This data is from Forward reaction prediction with 1.9M reactions from USPTO patents (1976-2016). The task is: Predict the product of the given reaction. (1) The product is: [C:21]([C:23]1[CH:31]=[CH:30][C:26]([C:9]([O:11][C:12]([CH3:13])([CH3:14])[CH3:15])=[O:10])=[C:25]([F:32])[CH:24]=1)#[N:22]. Given the reactants [C:9](O[C:9]([O:11][C:12]([CH3:15])([CH3:14])[CH3:13])=[O:10])([O:11][C:12]([CH3:15])([CH3:14])[CH3:13])=[O:10].C(O)(C)(C)C.[C:21]([C:23]1[CH:31]=[CH:30][C:26](C([O-])=O)=[C:25]([F:32])[CH:24]=1)#[N:22], predict the reaction product. (2) Given the reactants [NH2:1][C:2]1[N:7]=[C:6]([Cl:8])[CH:5]=[C:4]([Cl:9])[N:3]=1.CN(C=O)C.[Cl-].[NH2:16][C:17]1[CH:22]=[CH:21][C:20]([N:23]=[N:24][C:25]2[N:29]([CH3:30])[CH:28]=[CH:27][N+:26]=2[CH3:31])=[CH:19][CH:18]=1.C(=O)([O-])[O-].[K+].[K+], predict the reaction product. The product is: [Cl-:8].[NH2:1][C:2]1[N:7]=[C:6]([NH:16][C:17]2[CH:18]=[CH:19][C:20]([N:23]=[N:24][C:25]3[N:26]([CH3:31])[CH:27]=[CH:28][N+:29]=3[CH3:30])=[CH:21][CH:22]=2)[CH:5]=[C:4]([Cl:9])[N:3]=1. (3) Given the reactants [CH3:1][C:2]1([CH3:20])[C:10]2[C:5](=[CH:6][CH:7]=[C:8]([C:11]3[N:15]([CH3:16])[C:14]([C:17]#[N:18])=[CH:13][CH:12]=3)[CH:9]=2)[C:4](=[O:19])[CH2:3]1.[CH2:21]([Mg]Br)[CH3:22], predict the reaction product. The product is: [CH2:21]([C:4]1([OH:19])[C:5]2[C:10](=[CH:9][C:8]([C:11]3[N:15]([CH3:16])[C:14]([C:17]#[N:18])=[CH:13][CH:12]=3)=[CH:7][CH:6]=2)[C:2]([CH3:20])([CH3:1])[CH2:3]1)[CH3:22]. (4) Given the reactants P(Cl)(Cl)(Cl)(Cl)Cl.[CH3:7][C:8]1[C:16]([N+:17]([O-:19])=[O:18])=[CH:15][C:11]([C:12]([NH2:14])=O)=[CH:10][C:9]=1[N+:20]([O-:22])=[O:21].O.[OH-].[NH4+], predict the reaction product. The product is: [CH3:7][C:8]1[C:16]([N+:17]([O-:19])=[O:18])=[CH:15][C:11]([C:12]#[N:14])=[CH:10][C:9]=1[N+:20]([O-:22])=[O:21].